This data is from Catalyst prediction with 721,799 reactions and 888 catalyst types from USPTO. The task is: Predict which catalyst facilitates the given reaction. (1) Reactant: FC(F)(F)S(O[C:7]1[C:12]([O:13][CH3:14])=[C:11]([CH3:15])[N:10]=[C:9]([N:16]2[CH2:20][CH2:19][CH2:18][C@H:17]2[C:21]2[CH:26]=[CH:25][C:24]([CH3:27])=[CH:23][CH:22]=2)[N:8]=1)(=O)=O.[NH2:30][C:31]1[S:32][C:33]([C:36]#[N:37])=[CH:34][N:35]=1.CC(C1C=C(C(C)C)C(C2C(P(C(C)(C)C)C(C)(C)C)=CC=CC=2)=C(C(C)C)C=1)C.P([O-])([O-])([O-])=O.[K+].[K+].[K+]. The catalyst class is: 102. Product: [CH3:14][O:13][C:12]1[C:7]([NH:30][C:31]2[S:32][C:33]([C:36]#[N:37])=[CH:34][N:35]=2)=[N:8][C:9]([N:16]2[CH2:20][CH2:19][CH2:18][C@H:17]2[C:21]2[CH:22]=[CH:23][C:24]([CH3:27])=[CH:25][CH:26]=2)=[N:10][C:11]=1[CH3:15]. (2) Reactant: F[C:2]1[CH:3]=[CH:4][C:5]([S:20]([CH3:23])(=[O:22])=[O:21])=[C:6]([NH:8][CH:9]2[C:18]3[C:13](=[CH:14][CH:15]=[CH:16][CH:17]=3)[CH2:12][CH2:11][CH:10]2[CH3:19])[CH:7]=1.[NH:24]1[CH2:29][CH2:28][NH:27][CH2:26][CH2:25]1.C(N(CC)C(C)C)(C)C.O. Product: [CH3:19][CH:10]1[CH2:11][CH2:12][C:13]2[C:18](=[CH:17][CH:16]=[CH:15][CH:14]=2)[CH:9]1[NH:8][C:6]1[CH:7]=[C:2]([N:24]2[CH2:29][CH2:28][NH:27][CH2:26][CH2:25]2)[CH:3]=[CH:4][C:5]=1[S:20]([CH3:23])(=[O:22])=[O:21]. The catalyst class is: 9.